This data is from Reaction yield outcomes from USPTO patents with 853,638 reactions. The task is: Predict the reaction yield, written as a fraction of the theoretical maximum amount of product (1.0 means a 100% yield; for example, 0.34 means a 34% yield). (1) The reactants are [NH2:1][CH:2]([CH2:12][C:13]1[CH:18]=[CH:17][CH:16]=[C:15]([O:19][C:20]([F:25])([F:24])[CH:21]([F:23])[F:22])[CH:14]=1)[CH:3]([C:5]1[CH:6]=[N:7][C:8]([F:11])=[CH:9][CH:10]=1)[OH:4].[F:26][C:27]1[C:36]2[C:31](=[CH:32][CH:33]=[CH:34][CH:35]=2)[C:30]([C:37](O)=[O:38])=[CH:29][CH:28]=1.Cl.C(N=C=NCCCN(C)C)C.ON1C2C=CC=CC=2N=N1. The catalyst is C(#N)C.O. The product is [F:11][C:8]1[N:7]=[CH:6][C:5]([CH:3]([OH:4])[CH:2]([NH:1][C:37]([C:30]2[C:31]3[C:36](=[CH:35][CH:34]=[CH:33][CH:32]=3)[C:27]([F:26])=[CH:28][CH:29]=2)=[O:38])[CH2:12][C:13]2[CH:18]=[CH:17][CH:16]=[C:15]([O:19][C:20]([F:24])([F:25])[CH:21]([F:22])[F:23])[CH:14]=2)=[CH:10][CH:9]=1. The yield is 0.480. (2) The catalyst is CO.O1CCCC1. The reactants are [CH3:1][N:2]1[C:6](=[O:7])[CH:5]=[CH:4][C:3]1=[O:8].[Br:9]Br.C(N(CC)CC)C. The product is [CH3:1][N:2]1[C:6](=[O:7])[CH:5]=[C:4]([Br:9])[C:3]1=[O:8]. The yield is 0.660. (3) The reactants are OO.[F:3][C:4]([F:23])([F:22])[C:5]1[CH:10]=[CH:9][C:8]([C:11]2[CH:12]=[C:13]3[C:18](=[CH:19][CH:20]=2)[NH:17][C:16](=[O:21])[CH2:15][NH:14]3)=[CH:7][CH:6]=1.[OH-].[Na+].O1CCOCC1. The catalyst is C(O)(=O)C. The product is [F:23][C:4]([F:3])([F:22])[C:5]1[CH:6]=[CH:7][C:8]([C:11]2[CH:12]=[C:13]3[C:18](=[CH:19][CH:20]=2)[NH:17][C:16](=[O:21])[CH:15]=[N:14]3)=[CH:9][CH:10]=1. The yield is 0.760. (4) The reactants are [F:1][C:2]1[CH:3]=[CH:4][C:5]([N+:11]([O-])=O)=[C:6]([CH:10]=1)[C:7]([OH:9])=[O:8]. The catalyst is C(O)C.[Pd]. The product is [NH2:11][C:5]1[CH:4]=[CH:3][C:2]([F:1])=[CH:10][C:6]=1[C:7]([OH:9])=[O:8]. The yield is 0.980. (5) The reactants are C(OC([N:8]1[CH:13]2[CH2:14][CH2:15][CH:9]1[CH2:10][NH:11][CH2:12]2)=O)(C)(C)C.C[Si]([N:20]=[C:21]=[O:22])(C)C.C(Cl)[Cl:24]. No catalyst specified. The product is [ClH:24].[CH:9]12[NH:8][CH:13]([CH2:14][CH2:15]1)[CH2:12][N:11]([C:21]([NH2:20])=[O:22])[CH2:10]2. The yield is 0.990. (6) The reactants are [N:1]12[CH2:8][CH2:7][C:4]([C:9]([C:18]3[CH:23]=[CH:22][C:21]([F:24])=[CH:20][CH:19]=3)([C:11]3[CH:16]=[CH:15][C:14]([F:17])=[CH:13][CH:12]=3)[OH:10])([CH2:5][CH2:6]1)[CH2:3][CH2:2]2.[C:25]1([O:31][CH2:32][CH2:33][CH2:34][Br:35])[CH:30]=[CH:29][CH:28]=[CH:27][CH:26]=1. The catalyst is CC#N. The product is [Br-:35].[F:17][C:14]1[CH:15]=[CH:16][C:11]([C:9]([C:18]2[CH:19]=[CH:20][C:21]([F:24])=[CH:22][CH:23]=2)([OH:10])[C:4]23[CH2:5][CH2:6][N+:1]([CH2:34][CH2:33][CH2:32][O:31][C:25]4[CH:30]=[CH:29][CH:28]=[CH:27][CH:26]=4)([CH2:2][CH2:3]2)[CH2:8][CH2:7]3)=[CH:12][CH:13]=1. The yield is 0.652. (7) The reactants are [OH:1][C:2]1[C:7]2[C:8](=[O:30])/[C:9](=[CH:11]/[C:12]3[C:20]4[C:15](=[N:16][CH:17]=[CH:18][C:19]=4[N:21]4[CH2:27][CH:26]5[O:28][CH:23]([CH2:24][CH2:25]5)[CH2:22]4)[N:14]([CH3:29])[CH:13]=3)/[O:10][C:6]=2[CH:5]=[CH:4][CH:3]=1.[CH3:31][N:32]([CH3:36])[C:33](Cl)=[O:34]. The catalyst is N1C=CC=CC=1. The product is [CH3:31][N:32]([CH3:36])[C:33](=[O:34])[O:1][C:2]1[C:7]2[C:8](=[O:30])/[C:9](=[CH:11]/[C:12]3[C:20]4[C:15](=[N:16][CH:17]=[CH:18][C:19]=4[N:21]4[CH2:22][CH:23]5[O:28][CH:26]([CH2:25][CH2:24]5)[CH2:27]4)[N:14]([CH3:29])[CH:13]=3)/[O:10][C:6]=2[CH:5]=[CH:4][CH:3]=1. The yield is 0.710. (8) The reactants are C(OC(=O)[NH:7][CH2:8][C:9]1[CH:18]=[CH:17][CH:16]=[C:15]2[C:10]=1[CH:11]=[C:12]([C:20]1[CH:25]=[CH:24][C:23]([CH2:26][N:27]3[CH2:32][CH2:31][N:30]([CH3:33])[CH2:29][CH2:28]3)=[CH:22][CH:21]=1)[NH:13][C:14]2=[O:19])(C)(C)C.C(Cl)Cl.C(O)(C(F)(F)F)=O. No catalyst specified. The product is [NH2:7][CH2:8][C:9]1[CH:18]=[CH:17][CH:16]=[C:15]2[C:10]=1[CH:11]=[C:12]([C:20]1[CH:21]=[CH:22][C:23]([CH2:26][N:27]3[CH2:32][CH2:31][N:30]([CH3:33])[CH2:29][CH2:28]3)=[CH:24][CH:25]=1)[NH:13][C:14]2=[O:19]. The yield is 0.980. (9) The yield is 0.650. The product is [Cl:1][C:2]1[CH:7]=[CH:6][C:5]([CH2:8][CH2:9][NH:10][C:11](=[O:17])[CH2:12][C:13]([F:16])([F:15])[F:14])=[CH:4][C:3]=1[CH2:18][NH:30][CH:27]1[CH2:29][CH2:28]1. The catalyst is CO. The reactants are [Cl:1][C:2]1[CH:7]=[CH:6][C:5]([CH2:8][CH2:9][NH:10][C:11](=[O:17])[CH2:12][C:13]([F:16])([F:15])[F:14])=[CH:4][C:3]=1[CH:18]=O.CCN(CC)CC.[CH:27]1([NH2:30])[CH2:29][CH2:28]1.[BH4-].[Na+].C([O-])(O)=O.[Na+].